Dataset: Forward reaction prediction with 1.9M reactions from USPTO patents (1976-2016). Task: Predict the product of the given reaction. (1) Given the reactants [CH3:1][O:2][C:3]1[CH:16]=[CH:15][C:6]([CH2:7][N:8]2[CH2:13][CH2:12][CH:11]([OH:14])[CH2:10][CH2:9]2)=[CH:5][CH:4]=1.C1(P(C2C=CC=CC=2)C2C=CC=CC=2)C=CC=CC=1.[Cl:36][C:37]1[CH:38]=[C:39]([CH:44]=[CH:45][C:46]=1O)[C:40]([O:42][CH3:43])=[O:41].N(C(OC(C)C)=O)=NC(OC(C)C)=O, predict the reaction product. The product is: [Cl:36][C:37]1[CH:38]=[C:39]([CH:44]=[CH:45][C:46]=1[O:14][CH:11]1[CH2:10][CH2:9][N:8]([CH2:7][C:6]2[CH:5]=[CH:4][C:3]([O:2][CH3:1])=[CH:16][CH:15]=2)[CH2:13][CH2:12]1)[C:40]([O:42][CH3:43])=[O:41]. (2) Given the reactants [N:1]1[C:5]2[CH:6]=[CH:7][CH:8]=[CH:9][C:4]=2[NH:3][CH:2]=1.[CH2:10]([O:12][C:13](=[O:25])[CH2:14][O:15][C:16]1[CH:21]=[CH:20][C:19](B(O)O)=[CH:18][CH:17]=1)[CH3:11].N1C=CC=CC=1, predict the reaction product. The product is: [N:1]1([C:19]2[CH:20]=[CH:21][C:16]([O:15][CH2:14][C:13]([O:12][CH2:10][CH3:11])=[O:25])=[CH:17][CH:18]=2)[C:5]2[CH:6]=[CH:7][CH:8]=[CH:9][C:4]=2[N:3]=[CH:2]1. (3) Given the reactants Cl.[NH2:2][C:3]1([CH2:9][C:10]([O:12][CH3:13])=[O:11])[CH2:8][CH2:7][CH2:6][CH2:5][CH2:4]1.C(N([CH2:19][CH3:20])CC)C.C([CH:23]([C:27](Cl)=[O:28])[C:24](Cl)=[O:25])C.C([O-])(O)=[O:31].[Na+], predict the reaction product. The product is: [CH3:13][O:12][C:10](=[O:11])[CH2:9][C:3]1([NH:2][C:27](=[O:28])[CH2:23][C:24]([O:25][CH2:19][CH3:20])=[O:31])[CH2:8][CH2:7][CH2:6][CH2:5][CH2:4]1. (4) Given the reactants Br[C:2]1[CH:11]=[CH:10][C:9]2[N:8]=[CH:7][C:6]3[N:12]([CH3:23])[C:13](=[O:22])[N:14]([C:15]4[C:16]([Cl:21])=[N:17][N:18]([CH3:20])[CH:19]=4)[C:5]=3[C:4]=2[CH:3]=1.[CH3:24][C:25]1[C:30]([NH2:31])=[CH:29][C:28](B2OC(C)(C)C(C)(C)O2)=[CH:27][N:26]=1, predict the reaction product. The product is: [NH2:31][C:30]1[CH:29]=[C:28]([C:2]2[CH:11]=[CH:10][C:9]3[N:8]=[CH:7][C:6]4[N:12]([CH3:23])[C:13](=[O:22])[N:14]([C:15]5[C:16]([Cl:21])=[N:17][N:18]([CH3:20])[CH:19]=5)[C:5]=4[C:4]=3[CH:3]=2)[CH:27]=[N:26][C:25]=1[CH3:24].